From a dataset of Full USPTO retrosynthesis dataset with 1.9M reactions from patents (1976-2016). Predict the reactants needed to synthesize the given product. (1) The reactants are: [NH2:1][C:2]1[C:3]([C:12]2[CH:13]=[C:14]([CH3:18])[CH:15]=[CH:16][CH:17]=2)=[N:4][S:5][C:6]=1[C:7](OCC)=[O:8].[CH:19]([NH2:21])=O. Given the product [C:14]1([CH3:18])[CH:15]=[CH:16][CH:17]=[C:12]([C:3]2[C:2]3[N:1]=[CH:19][NH:21][C:7](=[O:8])[C:6]=3[S:5][N:4]=2)[CH:13]=1, predict the reactants needed to synthesize it. (2) Given the product [CH2:1]([C@H:3]1[CH2:4][CH2:5][C@H:6]([O:9][C:10]2[CH:15]=[CH:14][C:13]([C:16]3[CH2:21][CH2:20][N:19]([CH2:22][CH2:23][C:24]([OH:26])=[O:25])[CH2:18][CH:17]=3)=[CH:12][CH:11]=2)[CH2:7][CH2:8]1)[CH3:2], predict the reactants needed to synthesize it. The reactants are: [CH2:1]([C@H:3]1[CH2:8][CH2:7][C@H:6]([O:9][C:10]2[CH:15]=[CH:14][C:13]([CH:16]3[CH2:21][CH2:20][N:19]([CH2:22][CH2:23][C:24]([O:26]CC)=[O:25])[CH2:18][CH2:17]3)=[CH:12][CH:11]=2)[CH2:5][CH2:4]1)[CH3:2].[OH-].[Na+]. (3) Given the product [OH:20][CH2:19][CH:3]1[CH2:4][CH2:5][C:6]2([CH2:7][CH2:8][N:9]([C:12]([O:14][C:15]([CH3:18])([CH3:17])[CH3:16])=[O:13])[CH2:10][CH2:11]2)[C:2]1=[O:1], predict the reactants needed to synthesize it. The reactants are: [O:1]=[C:2]1[C:6]2([CH2:11][CH2:10][N:9]([C:12]([O:14][C:15]([CH3:18])([CH3:17])[CH3:16])=[O:13])[CH2:8][CH2:7]2)[CH2:5][CH2:4][CH2:3]1.[CH:19](OCC)=[O:20].CC(C)([O-])C.[K+].Cl. (4) Given the product [Cl:25][C:11]1[C:12]2[NH:13][C:14]3[C:5](=[CH:4][CH:3]=[CH:2][CH:1]=3)[S:6][C:7]=2[CH:8]=[CH:9][CH:10]=1, predict the reactants needed to synthesize it. The reactants are: [CH:1]1[C:14]2[NH:13][C:12]3[C:7](=[CH:8][CH:9]=[CH:10][CH:11]=3)[S:6][C:5]=2[CH:4]=[CH:3][CH:2]=1.[Li]CCCC.[Li]C(C)(C)C.[Cl:25]C(Cl)(Cl)C(Cl)(Cl)Cl. (5) Given the product [N:16]1([CH2:2][CH2:3][CH2:4][N:5]2[C:9](=[O:10])[C:8]3[C:7](=[CH:14][CH:13]=[CH:12][CH:11]=3)[C:6]2=[O:15])[CH2:21][CH2:20][S:19][CH2:18][CH2:17]1, predict the reactants needed to synthesize it. The reactants are: Br[CH2:2][CH2:3][CH2:4][N:5]1[C:9](=[O:10])[C:8]2=[CH:11][CH:12]=[CH:13][CH:14]=[C:7]2[C:6]1=[O:15].[NH:16]1[CH2:21][CH2:20][S:19][CH2:18][CH2:17]1. (6) Given the product [Br:1][C:2]1[CH:7]=[CH:6][C:5]([Cl:8])=[CH:4][C:3]=1[CH2:9][C:10]([NH:25][CH2:22][C:23]#[CH:24])=[O:12], predict the reactants needed to synthesize it. The reactants are: [Br:1][C:2]1[CH:7]=[CH:6][C:5]([Cl:8])=[CH:4][C:3]=1[CH2:9][C:10]([OH:12])=O.CCN(C(C)C)C(C)C.[CH2:22]([NH2:25])[C:23]#[CH:24].C(P1(=O)OP(CCC)(=O)OP(CCC)(=O)O1)CC.